This data is from Forward reaction prediction with 1.9M reactions from USPTO patents (1976-2016). The task is: Predict the product of the given reaction. (1) Given the reactants [C:1]([O:5][C:6](=[O:29])[NH:7][C@H:8]([C:10]1[N:19]([C:20]2[CH:25]=[CH:24][CH:23]=[C:22]([NH2:26])[CH:21]=2)[C:18](=[O:27])[C:17]2[C:12](=[CH:13][CH:14]=[CH:15][C:16]=2[Cl:28])[N:11]=1)[CH3:9])([CH3:4])([CH3:3])[CH3:2].[F:30][C:31]([F:42])([F:41])[C:32]1[CH:37]=[CH:36][CH:35]=[CH:34][C:33]=1[N:38]=[C:39]=[O:40].CO, predict the reaction product. The product is: [C:1]([O:5][C:6](=[O:29])[NH:7][C@H:8]([C:10]1[N:19]([C:20]2[CH:25]=[CH:24][CH:23]=[C:22]([NH:26][C:39]([NH:38][C:33]3[CH:34]=[CH:35][CH:36]=[CH:37][C:32]=3[C:31]([F:30])([F:41])[F:42])=[O:40])[CH:21]=2)[C:18](=[O:27])[C:17]2[C:12](=[CH:13][CH:14]=[CH:15][C:16]=2[Cl:28])[N:11]=1)[CH3:9])([CH3:2])([CH3:3])[CH3:4]. (2) Given the reactants Cl[C:2]1[N:7]=[C:6]([NH:8][C:9]2[CH:10]=[C:11]3[C:16](=[CH:17][CH:18]=2)[N:15]=[CH:14][CH:13]=[CH:12]3)[C:5]([N+:19]([O-:21])=[O:20])=[CH:4][N:3]=1.[CH3:22][N:23]1[CH2:28][CH2:27][CH:26]([N:29]2[CH:33]=[C:32]([NH2:34])[CH:31]=[N:30]2)[CH2:25][CH2:24]1.CCN(C(C)C)C(C)C, predict the reaction product. The product is: [CH3:22][N:23]1[CH2:24][CH2:25][CH:26]([N:29]2[CH:33]=[C:32]([NH:34][C:2]3[N:7]=[C:6]([NH:8][C:9]4[CH:10]=[C:11]5[C:16](=[CH:17][CH:18]=4)[N:15]=[CH:14][CH:13]=[CH:12]5)[C:5]([N+:19]([O-:21])=[O:20])=[CH:4][N:3]=3)[CH:31]=[N:30]2)[CH2:27][CH2:28]1.